This data is from Catalyst prediction with 721,799 reactions and 888 catalyst types from USPTO. The task is: Predict which catalyst facilitates the given reaction. (1) Product: [S:11]1[CH:12]=[CH:13][CH:14]=[C:10]1[CH2:9][O:8][C:4]1[N:3]=[C:2]([N:15]2[CH2:20][CH2:19][NH:18][CH2:17][CH2:16]2)[CH:7]=[CH:6][CH:5]=1. Reactant: Cl[C:2]1[CH:7]=[CH:6][CH:5]=[C:4]([O:8][CH2:9][C:10]2[S:11][CH:12]=[CH:13][CH:14]=2)[N:3]=1.[NH:15]1[CH2:20][CH2:19][NH:18][CH2:17][CH2:16]1.C([O-])([O-])=O.[K+].[K+]. The catalyst class is: 245. (2) Reactant: [C:1]([N:4]1[C:13]2[C:8](=[CH:9][C:10](Br)=[CH:11][CH:12]=2)[C@H:7]([NH:15][CH:16]=[O:17])[CH2:6][C@@H:5]1[CH2:18][CH3:19])(=[O:3])[CH3:2].[N:20]1([CH2:26][C:27]2[CH:32]=[CH:31][C:30](B(O)O)=[CH:29][CH:28]=2)[CH2:25][CH2:24][CH2:23][CH2:22][CH2:21]1.C(O)C.C(=O)([O-])[O-].[K+].[K+]. Product: [C:1]([N:4]1[C:13]2[C:8](=[CH:9][C:10]([C:30]3[CH:29]=[CH:28][C:27]([CH2:26][N:20]4[CH2:25][CH2:24][CH2:23][CH2:22][CH2:21]4)=[CH:32][CH:31]=3)=[CH:11][CH:12]=2)[C@H:7]([NH:15][CH:16]=[O:17])[CH2:6][C@@H:5]1[CH2:18][CH3:19])(=[O:3])[CH3:2]. The catalyst class is: 206. (3) Reactant: O1CCCC1.[S:6]([CH2:9][CH2:10][CH2:11][CH2:12][CH2:13][O:14][C:15]1[CH:20]=[C:19]([S:21][CH2:22][C:23]([F:26])([F:25])[F:24])[C:18]([Cl:27])=[CH:17][C:16]=1[F:28])C#N.[F:29][C:30]([Si](C)(C)C)([F:32])[F:31].[F-].C([N+](CCCC)(CCCC)CCCC)CCC. Product: [F:29][C:30]([F:32])([F:31])[S:6][CH2:9][CH2:10][CH2:11][CH2:12][CH2:13][O:14][C:15]1[CH:20]=[C:19]([S:21][CH2:22][C:23]([F:26])([F:24])[F:25])[C:18]([Cl:27])=[CH:17][C:16]=1[F:28]. The catalyst class is: 13. (4) Reactant: [F:1][C@H:2]1[CH2:6][NH2+:5][C@@H:4]2[C@@H:7]([OH:10])[CH2:8][O:9][C@H:3]12.[Cl-].[Br:12][C:13]1[CH:18]=[CH:17][C:16]([CH:19]([NH:24][C@@H:25]([CH2:29][CH:30]([CH3:32])[CH3:31])[C:26](O)=[O:27])[C:20]([F:23])([F:22])[F:21])=[CH:15][CH:14]=1.C1CCC(N=C=NC2CCCCC2)CC1.C(N(C(C)C)CC)(C)C. Product: [Br:12][C:13]1[CH:14]=[CH:15][C:16]([CH:19]([NH:24][C@@H:25]([CH2:29][CH:30]([CH3:32])[CH3:31])[C:26]([N:5]2[CH2:6][C@H:2]([F:1])[C@H:3]3[O:9][CH2:8][C@H:7]([OH:10])[C@@H:4]23)=[O:27])[C:20]([F:23])([F:22])[F:21])=[CH:17][CH:18]=1. The catalyst class is: 2.